Task: Predict the product of the given reaction.. Dataset: Forward reaction prediction with 1.9M reactions from USPTO patents (1976-2016) (1) The product is: [Cl:1][C:2]1[CH:3]=[CH:4][C:5]([C:24]#[N:26])=[C:6]2[C:10]=1[N:9]=[C:8]1[N:11]([C:15]3[C:20]([CH3:21])=[CH:19][C:18]([Cl:22])=[CH:17][C:16]=3[Cl:23])[CH2:12][CH2:13][CH2:14][N:7]21. Given the reactants [Cl:1][C:2]1[CH:3]=[CH:4][C:5]([C:24]([NH2:26])=O)=[C:6]2[C:10]=1[N:9]=[C:8]1[N:11]([C:15]3[C:20]([CH3:21])=[CH:19][C:18]([Cl:22])=[CH:17][C:16]=3[Cl:23])[CH2:12][CH2:13][CH2:14][N:7]21.S(Cl)(Cl)=O.C(=O)([O-])O.[Na+], predict the reaction product. (2) Given the reactants Cl[C:2]1[CH:7]=[C:6]([O:8][CH2:9][C:10]#[C:11][CH2:12][CH3:13])[N:5]=[CH:4][N:3]=1.[F:14][C:15]([F:23])([F:22])[CH:16]1[CH2:21][CH2:20][CH2:19][NH:18][CH2:17]1, predict the reaction product. The product is: [CH2:9]([O:8][C:6]1[N:5]=[CH:4][N:3]=[C:2]([N:18]2[CH2:19][CH2:20][CH2:21][CH:16]([C:15]([F:23])([F:22])[F:14])[CH2:17]2)[CH:7]=1)[C:10]#[C:11][CH2:12][CH3:13].